From a dataset of CYP1A2 inhibition data for predicting drug metabolism from PubChem BioAssay. Regression/Classification. Given a drug SMILES string, predict its absorption, distribution, metabolism, or excretion properties. Task type varies by dataset: regression for continuous measurements (e.g., permeability, clearance, half-life) or binary classification for categorical outcomes (e.g., BBB penetration, CYP inhibition). Dataset: cyp1a2_veith. (1) The compound is Cc1nnc(S(=O)(=O)c2ccc(N=Nc3c(N)nc(N)nc3N)cc2)s1. The result is 0 (non-inhibitor). (2) The compound is O=C1[C@H]2CC[C@H]3/C(=N\OCc4ccccc4)C[C@@H](O)[C@@H](O)[C@@H]3[C@@H]2C(=O)N1Cc1ccccc1. The result is 0 (non-inhibitor). (3) The compound is CN1C2C=C3C(C#N)=C(N)C(C#N)(C#N)[C@H](c4c(F)cccc4F)[C@H]3C1CC2. The result is 0 (non-inhibitor). (4) The molecule is CCC(C)(C)N=C(NC#N)Nc1cccnc1. The result is 1 (inhibitor). (5) The drug is c1ccc(-c2ccc(-c3ccc(C4=NCCN4)cc3)o2)cc1. The result is 1 (inhibitor). (6) The molecule is O=C(O)/C(Cc1cn[nH]n1)=N\O. The result is 0 (non-inhibitor). (7) The compound is N#CNC1=NCN(CCc2ccccc2)CN1. The result is 0 (non-inhibitor). (8) The molecule is COc1ccc(CNc2ccnc(-c3ccccc3OC)n2)c(OC)c1. The result is 1 (inhibitor). (9) The compound is COc1ccccc1-c1cncnc1NCc1ccccc1. The result is 1 (inhibitor). (10) The drug is COc1ccccc1OC[C@H](O)CN1CCN(CC(=O)Nc2c(C)cccc2C)CC1. The result is 0 (non-inhibitor).